This data is from Catalyst prediction with 721,799 reactions and 888 catalyst types from USPTO. The task is: Predict which catalyst facilitates the given reaction. Reactant: [F:1][C:2]1[CH:19]=[CH:18][C:5]([O:6][CH2:7][CH2:8][CH2:9][NH:10][C:11](=[O:17])[O:12][C:13]([CH3:16])([CH3:15])[CH3:14])=[C:4]([C@H:20]2[CH2:24][CH2:23][CH2:22][N:21]2[C:25]2[CH:30]=[CH:29][N:28]3[N:31]=[CH:32][C:33]([CH:34]=[O:35])=[C:27]3[N:26]=2)[CH:3]=1.[BH4-].[Na+]. The catalyst class is: 430. Product: [F:1][C:2]1[CH:19]=[CH:18][C:5]([O:6][CH2:7][CH2:8][CH2:9][NH:10][C:11](=[O:17])[O:12][C:13]([CH3:16])([CH3:14])[CH3:15])=[C:4]([C@H:20]2[CH2:24][CH2:23][CH2:22][N:21]2[C:25]2[CH:30]=[CH:29][N:28]3[N:31]=[CH:32][C:33]([CH2:34][OH:35])=[C:27]3[N:26]=2)[CH:3]=1.